Task: Predict the product of the given reaction.. Dataset: Forward reaction prediction with 1.9M reactions from USPTO patents (1976-2016) (1) Given the reactants [OH-].[Na+].[CH3:3][C:4]([C:11]#[C:12][S:13]([C:16]1[C:25]([CH3:26])=[CH:24][C:23]2[C:22]([CH3:28])([CH3:27])[CH2:21][CH2:20][C:19]([CH3:30])([CH3:29])[C:18]=2[CH:17]=1)(=[O:15])=[O:14])=[CH:5][C:6]([O:8]CC)=[O:7].C(OCC)C.O.Cl, predict the reaction product. The product is: [CH3:3][C:4]([C:11]#[C:12][S:13]([C:16]1[C:25]([CH3:26])=[CH:24][C:23]2[C:22]([CH3:28])([CH3:27])[CH2:21][CH2:20][C:19]([CH3:30])([CH3:29])[C:18]=2[CH:17]=1)(=[O:15])=[O:14])=[CH:5][C:6]([OH:8])=[O:7]. (2) Given the reactants [N+:1]([C:4]1[CH:5]=[CH:6][C:7]2[S:11][C:10]([NH2:12])=[N:9][C:8]=2[CH:13]=1)([O-])=O.O.O.[Sn](Cl)Cl, predict the reaction product. The product is: [NH2:1][C:4]1[CH:5]=[CH:6][C:7]2[S:11][C:10]([NH2:12])=[N:9][C:8]=2[CH:13]=1. (3) Given the reactants [CH2:1]1[C:5]2(CCCC3(CCCC3)[C:6]2=[O:15])[CH2:4]CC1.C1C2(CCCCC2=O)CCC1.C[Mg]Cl.[Cl-].[NH4+].[CH3:32][C:33]1([OH:47])[C:42]2([CH2:46][CH2:45][CH2:44][CH2:43]2)[CH2:41][CH2:40][CH2:39][C:34]21[CH2:38][CH2:37][CH2:36][CH2:35]2, predict the reaction product. The product is: [C:6]([O:47][C:33]1([CH3:32])[C:34]2([CH2:35][CH2:36][CH2:37][CH2:38]2)[CH2:39][CH2:40][CH2:41][C:42]21[CH2:43][CH2:44][CH2:45][CH2:46]2)(=[O:15])[C:5]([CH3:1])=[CH2:4]. (4) Given the reactants [NH2:1][C:2]1[O:3][C:4]2[C:9]([CH:10]([C:16]3[CH:21]=[C:20]([O:22][CH3:23])[C:19]([O:24][CH3:25])=[C:18]([Br:26])[CH:17]=3)[C:11]=1[C:12]([NH:14]O)=[NH:13])=[CH:8][CH:7]=[C:6]1[CH:27]=[CH:28][CH:29]=[CH:30][C:5]=21.C(N(CC)CC)C.[Cl:38][CH2:39][C:40](Cl)=[O:41].[O:43]1CCCC1, predict the reaction product. The product is: [NH2:1][C:2]1[O:3][C:4]2[C:9]([C:10]([OH:43])([C:16]3[CH:21]=[C:20]([O:22][CH3:23])[C:19]([O:24][CH3:25])=[C:18]([Br:26])[CH:17]=3)[C:11]=1[C:12]([NH:14][C:40](=[O:41])[CH2:39][Cl:38])=[NH:13])=[CH:8][CH:7]=[C:6]1[CH:27]=[CH:28][CH:29]=[CH:30][C:5]=21. (5) Given the reactants [N-:1]=[N+:2]=[N-:3].[Na+].[Na+].[I-].CS(O[CH2:12][CH:13]1[O:18][CH2:17][CH2:16][N:15]([C:19]([O:21][C:22]([CH3:25])([CH3:24])[CH3:23])=[O:20])[CH2:14]1)(=O)=O, predict the reaction product. The product is: [N:1]([CH2:12][CH:13]1[O:18][CH2:17][CH2:16][N:15]([C:19]([O:21][C:22]([CH3:23])([CH3:25])[CH3:24])=[O:20])[CH2:14]1)=[N+:2]=[N-:3].